From a dataset of Catalyst prediction with 721,799 reactions and 888 catalyst types from USPTO. Predict which catalyst facilitates the given reaction. (1) Reactant: [CH2:1]([C:3]1[C:4]2[CH2:20][CH2:19][NH:18][C:5]=2[N:6]=[C:7]([C:9]2[CH:14]=[CH:13][C:12]([O:15][CH3:16])=[C:11]([F:17])[CH:10]=2)[N:8]=1)[CH3:2].[O-]P([O-])([O-])=O.[K+].[K+].[K+].I[C:30]1[CH:31]=[C:32]([CH:40]=[CH:41][CH:42]=1)[O:33][CH2:34][C:35]([N:37]([CH3:39])[CH3:38])=[O:36].CN[C@@H]1CCCC[C@H]1NC. Product: [CH2:1]([C:3]1[C:4]2[CH2:20][CH2:19][N:18]([C:30]3[CH:31]=[C:32]([CH:40]=[CH:41][CH:42]=3)[O:33][CH2:34][C:35]([N:37]([CH3:39])[CH3:38])=[O:36])[C:5]=2[N:6]=[C:7]([C:9]2[CH:14]=[CH:13][C:12]([O:15][CH3:16])=[C:11]([F:17])[CH:10]=2)[N:8]=1)[CH3:2]. The catalyst class is: 432. (2) Reactant: [CH:1]([OH:4])([CH3:3])[CH3:2].Cl[C:6]1[CH:7]=[CH:8][N:9]=[C:10]2[C:15]=1[N:14]=[C:13]([CH3:16])[CH:12]=[CH:11]2. Product: [CH:1]([O:4][C:6]1[CH:7]=[CH:8][N:9]=[C:10]2[C:15]=1[N:14]=[C:13]([CH3:16])[CH:12]=[CH:11]2)([CH3:3])[CH3:2]. The catalyst class is: 1. (3) The catalyst class is: 341. Product: [Si:22]([O:29][C:30]1[CH:31]=[CH:32][C:33]([CH2:36][C:37]([NH:21][C:18]2[CH:17]=[N:16][C:15]([C:12]3[CH:13]=[CH:14][C:9]([O:8][Si:1]([C:4]([CH3:7])([CH3:5])[CH3:6])([CH3:3])[CH3:2])=[CH:10][CH:11]=3)=[CH:20][N:19]=2)=[O:38])=[CH:34][CH:35]=1)([C:25]([CH3:28])([CH3:27])[CH3:26])([CH3:24])[CH3:23]. Reactant: [Si:1]([O:8][C:9]1[CH:14]=[CH:13][C:12]([C:15]2[N:16]=[CH:17][C:18]([NH2:21])=[N:19][CH:20]=2)=[CH:11][CH:10]=1)([C:4]([CH3:7])([CH3:6])[CH3:5])([CH3:3])[CH3:2].[Si:22]([O:29][C:30]1[CH:35]=[CH:34][C:33]([CH2:36][C:37](Cl)=[O:38])=[CH:32][CH:31]=1)([C:25]([CH3:28])([CH3:27])[CH3:26])([CH3:24])[CH3:23].O. (4) Reactant: [NH2:1][S:2]([CH2:5][C:6]1[CH:15]=[CH:14][C:9]([C:10](OC)=[O:11])=[CH:8][C:7]=1[Cl:16])(=[O:4])=[O:3].[H-].[H-].[H-].[H-].[Li+].[Al+3].[NH4+].[Cl-].C(O)C1C=CC=CC=1. Product: [Cl:16][C:7]1[CH:8]=[C:9]([CH2:10][OH:11])[CH:14]=[CH:15][C:6]=1[CH2:5][S:2]([NH2:1])(=[O:3])=[O:4]. The catalyst class is: 49. (5) Reactant: [CH3:1][C:2]1[CH:3]=[CH:4][C:5]2[O:9][C:8]([C:10]3[CH:15]=[CH:14][C:13]([NH2:16])=[CH:12][CH:11]=3)=[N:7][C:6]=2[CH:17]=1.[Br:18]Br. Product: [Br:18][C:14]1[CH:15]=[C:10]([C:8]2[O:9][C:5]3[CH:4]=[CH:3][C:2]([CH3:1])=[CH:17][C:6]=3[N:7]=2)[CH:11]=[CH:12][C:13]=1[NH2:16]. The catalyst class is: 15. (6) Product: [OH:2][C:3]1[C:4]([N+:18]([O-:20])=[O:19])=[C:5]2[C:9](=[C:10]([N+:14]([O-:16])=[O:15])[C:11]=1[O:12][CH3:13])[C:8](=[O:17])[O:7][CH2:6]2. The catalyst class is: 15. Reactant: C[O:2][C:3]1[C:4]([N+:18]([O-:20])=[O:19])=[C:5]2[C:9](=[C:10]([N+:14]([O-:16])=[O:15])[C:11]=1[O:12][CH3:13])[C:8](=[O:17])[O:7][CH2:6]2.Cl.